From a dataset of Catalyst prediction with 721,799 reactions and 888 catalyst types from USPTO. Predict which catalyst facilitates the given reaction. (1) Reactant: Cl[C:2]1[CH:7]=[CH:6][C:5]([CH3:8])=[CH:4][N:3]=1.[NH2:9][CH:10]1[CH2:15][CH2:14][CH:13]([OH:16])[CH2:12][CH2:11]1.C(O[Na])(C)(C)C.C1C=CC(P(C2C=CC3C(=CC=CC=3)C=2C2C3C(=CC=CC=3)C=CC=2P(C2C=CC=CC=2)C2C=CC=CC=2)C2C=CC=CC=2)=CC=1. Product: [CH3:8][C:5]1[CH:6]=[CH:7][C:2]([NH:9][CH:10]2[CH2:15][CH2:14][CH:13]([OH:16])[CH2:12][CH2:11]2)=[N:3][CH:4]=1. The catalyst class is: 882. (2) Reactant: Cl[C:2]1[S:6][N:5]=[C:4]([S:7][CH3:8])[N:3]=1.[N:9]1[CH:14]=[CH:13][C:12]([CH2:15][OH:16])=[N:11][CH:10]=1.[H-].[Na+].[Cl-].[Na+]. Product: [N:9]1[CH:14]=[CH:13][C:12]([CH2:15][O:16][C:2]2[S:6][N:5]=[C:4]([S:7][CH3:8])[N:3]=2)=[N:11][CH:10]=1. The catalyst class is: 9. (3) Reactant: Cl.[Cl:2][C:3]1[CH:28]=[CH:27][C:6]2[N:7]3[C:11]([CH2:12][NH:13][CH2:14][C:5]=2[CH:4]=1)=[N:10][N:9]=[C:8]3[C@H:15]1[CH2:20][CH2:19][C@H:18]([C:21]2[N:25]=[C:24]([CH3:26])[O:23][N:22]=2)[CH2:17][CH2:16]1.C(N(CC)CC)C.[CH3:36][S:37](Cl)(=[O:39])=[O:38]. Product: [Cl:2][C:3]1[CH:28]=[CH:27][C:6]2[N:7]3[C:11]([CH2:12][N:13]([S:37]([CH3:36])(=[O:39])=[O:38])[CH2:14][C:5]=2[CH:4]=1)=[N:10][N:9]=[C:8]3[C@H:15]1[CH2:20][CH2:19][C@H:18]([C:21]2[N:25]=[C:24]([CH3:26])[O:23][N:22]=2)[CH2:17][CH2:16]1. The catalyst class is: 4. (4) Reactant: [Cl:1][C:2]1[C:3]([Cl:11])=[N:4][CH:5]=[C:6]([CH:10]=1)[C:7](O)=[O:8].CSC.B.C1COCC1. Product: [Cl:1][C:2]1[CH:10]=[C:6]([CH2:7][OH:8])[CH:5]=[N:4][C:3]=1[Cl:11]. The catalyst class is: 1. (5) Reactant: [C:1]([O:5][C:6]([NH:8][C@@H:9]([CH2:13][C:14]1[CH:19]=[CH:18][CH:17]=[C:16]([N+:20]([O-:22])=[O:21])[CH:15]=1)[C:10](O)=[O:11])=[O:7])([CH3:4])([CH3:3])[CH3:2].CSC. Product: [C:1]([O:5][C:6](=[O:7])[NH:8][C@@H:9]([CH2:13][C:14]1[CH:19]=[CH:18][CH:17]=[C:16]([N+:20]([O-:22])=[O:21])[CH:15]=1)[CH2:10][OH:11])([CH3:4])([CH3:2])[CH3:3]. The catalyst class is: 1. (6) Reactant: [C:1]([CH2:4][O:5][C:6](=[O:24])[CH2:7][CH2:8][CH2:9][CH2:10][CH2:11][CH2:12][CH2:13][CH2:14][CH2:15][CH2:16][CH2:17][CH2:18][CH2:19][CH2:20][CH2:21][CH2:22][CH3:23])([OH:3])=O.[CH3:25][C:26]1([CH3:34])[O:31][CH2:30][C:29]([NH2:33])([CH3:32])[CH2:28][O:27]1.OC1C2N=NNC=2C=CC=1.C1CCC(N=C=NC2CCCCC2)CC1. Product: [CH3:25][C:26]1([CH3:34])[O:31][CH2:30][C:29]([NH:33][C:1]([CH2:4][O:5][C:6](=[O:24])[CH2:7][CH2:8][CH2:9][CH2:10][CH2:11][CH2:12][CH2:13][CH2:14][CH2:15][CH2:16][CH2:17][CH2:18][CH2:19][CH2:20][CH2:21][CH2:22][CH3:23])=[O:3])([CH3:32])[CH2:28][O:27]1. The catalyst class is: 30.